From a dataset of Reaction yield outcomes from USPTO patents with 853,638 reactions. Predict the reaction yield, written as a fraction of the theoretical maximum amount of product (1.0 means a 100% yield; for example, 0.34 means a 34% yield). (1) The reactants are [NH2:1][C:2]1[N:7]=[CH:6][N:5]=[C:4]2[N:8]([CH2:25][C@H:26]3[CH2:30][CH2:29][CH2:28][N:27]3[C:31](=[O:35])[CH2:32][C:33]#[N:34])[N:9]=[C:10]([C:11]3[CH:16]=[CH:15][C:14]([O:17][C:18]4[CH:23]=[CH:22][CH:21]=[CH:20][CH:19]=4)=[CH:13][C:12]=3[F:24])[C:3]=12.[CH3:36][C:37]([N:41]1[CH2:46][CH2:45][O:44][CH2:43][CH2:42]1)([CH3:40])[CH:38]=O.N1CCCCC1. The catalyst is C(O)C. The product is [NH2:1][C:2]1[N:7]=[CH:6][N:5]=[C:4]2[N:8]([CH2:25][C@@H:26]3[CH2:30][CH2:29][CH2:28][N:27]3[C:31]([C:32](=[CH:36][C:37]([CH3:40])([N:41]3[CH2:46][CH2:45][O:44][CH2:43][CH2:42]3)[CH3:38])[C:33]#[N:34])=[O:35])[N:9]=[C:10]([C:11]3[CH:16]=[CH:15][C:14]([O:17][C:18]4[CH:19]=[CH:20][CH:21]=[CH:22][CH:23]=4)=[CH:13][C:12]=3[F:24])[C:3]=12. The yield is 0.560. (2) The reactants are [NH2:1][C:2]1[C:3]([CH:10]2[CH2:14][CH2:13][CH2:12][CH2:11]2)=[N:4][O:5][C:6]=1[C:7]([NH2:9])=[O:8].[Cl:15][CH2:16][C:17](Cl)=O. No catalyst specified. The product is [Cl:15][CH2:16][C:17]1[NH:9][C:7](=[O:8])[C:6]2[O:5][N:4]=[C:3]([CH:10]3[CH2:11][CH2:12][CH2:13][CH2:14]3)[C:2]=2[N:1]=1. The yield is 0.540. (3) The reactants are Br[C:2]1[S:6][C:5]([NH:7][C:8]([NH:10][C:11]2[CH:16]=[CH:15][C:14]([CH3:17])=[CH:13][C:12]=2[C:18]([CH:20]2[CH2:24][CH2:23][CH2:22][CH2:21]2)=[O:19])=[O:9])=[N:4][CH:3]=1.[C:25]([O:29][C:30](=[O:35])[NH:31][CH2:32][CH2:33][SH:34])([CH3:28])([CH3:27])[CH3:26]. No catalyst specified. The product is [C:25]([O:29][C:30](=[O:35])[NH:31][CH2:32][CH2:33][S:34][C:2]1[S:6][C:5]([NH:7][C:8]([NH:10][C:11]2[CH:16]=[CH:15][C:14]([CH3:17])=[CH:13][C:12]=2[C:18]([CH:20]2[CH2:24][CH2:23][CH2:22][CH2:21]2)=[O:19])=[O:9])=[N:4][CH:3]=1)([CH3:28])([CH3:26])[CH3:27]. The yield is 0.400. (4) The reactants are [CH3:1][N:2]1[CH:6]=[CH:5][CH:4]=[CH:3]1.C([Li])(C)(C)C.Br[C:13]1[CH:18]=[CH:17][C:16]([C:19]([F:22])([F:21])[F:20])=[CH:15][CH:14]=1.Cl. The catalyst is O1CCCC1.[Cl-].[Zn+2].[Cl-].C1C=CC([P]([Pd]([P](C2C=CC=CC=2)(C2C=CC=CC=2)C2C=CC=CC=2)([P](C2C=CC=CC=2)(C2C=CC=CC=2)C2C=CC=CC=2)[P](C2C=CC=CC=2)(C2C=CC=CC=2)C2C=CC=CC=2)(C2C=CC=CC=2)C2C=CC=CC=2)=CC=1. The product is [CH3:1][N:2]1[CH:6]=[CH:5][CH:4]=[C:3]1[C:13]1[CH:18]=[CH:17][C:16]([C:19]([F:22])([F:21])[F:20])=[CH:15][CH:14]=1. The yield is 0.710. (5) The reactants are [C:1]1([CH3:26])[CH:6]=[CH:5][C:4]([N:7]2[C:11]([NH:12][C:13](=[O:21])OC3C=CC=CC=3)=[CH:10][C:9]([C:22]([F:25])([F:24])[F:23])=[N:8]2)=[CH:3][CH:2]=1.[CH3:27][O:28][C:29]1[CH:30]=[C:31]2[C:36](=[CH:37][C:38]=1[O:39][CH2:40][CH2:41][O:42][CH3:43])[N:35]=[CH:34][N:33]=[C:32]2[S:44][C:45]1[CH:46]=[C:47]([CH:49]=[CH:50][CH:51]=1)[NH2:48]. The catalyst is CN(C)C1C=CN=CC=1.C1COCC1. The product is [CH3:27][O:28][C:29]1[CH:30]=[C:31]2[C:36](=[CH:37][C:38]=1[O:39][CH2:40][CH2:41][O:42][CH3:43])[N:35]=[CH:34][N:33]=[C:32]2[S:44][C:45]1[CH:46]=[C:47]([NH:48][C:13]([NH:12][C:11]2[N:7]([C:4]3[CH:3]=[CH:2][C:1]([CH3:26])=[CH:6][CH:5]=3)[N:8]=[C:9]([C:22]([F:23])([F:24])[F:25])[CH:10]=2)=[O:21])[CH:49]=[CH:50][CH:51]=1. The yield is 0.710. (6) The reactants are [Cl-].O[NH3+:3].[C:4](=[O:7])([O-])[OH:5].[Na+].CS(C)=O.[CH2:13]([C:17]1[N:18]=[C:19]([CH3:47])[N:20]([C:39]2[CH:44]=[CH:43][C:42]([O:45][CH3:46])=[CH:41][CH:40]=2)[C:21](=[O:38])[C:22]=1[CH2:23][C:24]1[CH:29]=[CH:28][C:27]([C:30]2[C:31]([C:36]#[N:37])=[CH:32][CH:33]=[CH:34][CH:35]=2)=[CH:26][CH:25]=1)[CH2:14][CH2:15][CH3:16]. The catalyst is O.C(OCC)(=O)C. The product is [CH2:13]([C:17]1[N:18]=[C:19]([CH3:47])[N:20]([C:39]2[CH:40]=[CH:41][C:42]([O:45][CH3:46])=[CH:43][CH:44]=2)[C:21](=[O:38])[C:22]=1[CH2:23][C:24]1[CH:25]=[CH:26][C:27]([C:30]2[CH:35]=[CH:34][CH:33]=[CH:32][C:31]=2[C:36]2[NH:3][C:4](=[O:7])[O:5][N:37]=2)=[CH:28][CH:29]=1)[CH2:14][CH2:15][CH3:16]. The yield is 0.780.